From a dataset of Reaction yield outcomes from USPTO patents with 853,638 reactions. Predict the reaction yield, written as a fraction of the theoretical maximum amount of product (1.0 means a 100% yield; for example, 0.34 means a 34% yield). (1) The reactants are [Br:1][C:2]1[CH:7]=[CH:6][C:5](/[CH:8]=[CH:9]/[C:10]2[N:11]([CH2:23][C:24]3[CH:29]=[CH:28][C:27]([NH2:30])=[CH:26][CH:25]=3)[CH:12]=[C:13]([C:15]3[CH:20]=[CH:19][C:18]([Cl:21])=[CH:17][C:16]=3[Cl:22])[N:14]=2)=[CH:4][CH:3]=1.Br[CH:32]([CH3:37])[C:33]([O:35][CH3:36])=[O:34]. No catalyst specified. The product is [CH3:36][O:35][C:33](=[O:34])[CH:32]([NH:30][C:27]1[CH:26]=[CH:25][C:24]([CH2:23][N:11]2[CH:12]=[C:13]([C:15]3[CH:20]=[CH:19][C:18]([Cl:21])=[CH:17][C:16]=3[Cl:22])[N:14]=[C:10]2[CH:9]=[CH:8][C:5]2[CH:4]=[CH:3][C:2]([Br:1])=[CH:7][CH:6]=2)=[CH:29][CH:28]=1)[CH3:37]. The yield is 0.730. (2) The reactants are [CH2:1]([O:8][C:9](=[O:14])[NH:10][CH:11]1[CH2:13][CH2:12]1)[C:2]1[CH:7]=[CH:6][CH:5]=[CH:4][CH:3]=1.[CH3:15]I.[H-].[Na+]. The catalyst is C1COCC1.CN(C=O)C. The product is [CH2:1]([O:8][C:9](=[O:14])[N:10]([CH:11]1[CH2:12][CH2:13]1)[CH3:15])[C:2]1[CH:7]=[CH:6][CH:5]=[CH:4][CH:3]=1. The yield is 0.910.